This data is from Forward reaction prediction with 1.9M reactions from USPTO patents (1976-2016). The task is: Predict the product of the given reaction. (1) The product is: [F:27][C:22]1[CH:23]=[CH:24][CH:25]=[CH:26][C:21]=1[C:12]1[N:11]=[N:10][C:9]2[C@:8]3([NH2:7])[C:18]([CH3:19])([CH3:20])[C@@H:15]([C:14]=2[CH:13]=1)[CH2:16][CH2:17]3. Given the reactants C(OC(=O)[NH:7][C@@:8]12[C:18]([CH3:20])([CH3:19])[C@H:15]([CH2:16][CH2:17]1)[C:14]1[CH:13]=[C:12]([C:21]3[CH:26]=[CH:25][CH:24]=[CH:23][C:22]=3[F:27])[N:11]=[N:10][C:9]2=1)(C)(C)C.Cl, predict the reaction product. (2) Given the reactants C([O:9][CH2:10][CH2:11][N:12]1[C:20]2[C:19](Cl)=[N:18][CH:17]=[N:16][C:15]=2[CH:14]=[CH:13]1)(=O)C1C=CC=CC=1.[NH2:22][C:23]1[CH:39]=[CH:38][C:26]([O:27][C:28]2[CH:29]=[C:30]([CH:35]=[CH:36][CH:37]=2)[C:31]([O:33]C)=[O:32])=[C:25]([Cl:40])[CH:24]=1.C(=O)([O-])O.[Na+], predict the reaction product. The product is: [Cl:40][C:25]1[CH:24]=[C:23]([NH:22][C:19]2[C:20]3[N:12]([CH2:11][CH2:10][OH:9])[CH:13]=[CH:14][C:15]=3[N:16]=[CH:17][N:18]=2)[CH:39]=[CH:38][C:26]=1[O:27][C:28]1[CH:29]=[C:30]([CH:35]=[CH:36][CH:37]=1)[C:31]([OH:33])=[O:32]. (3) Given the reactants Cl[C:2]1[C:7]([C:8]2[CH:13]=[CH:12][N:11]=[C:10]([NH:14][C:15]3[CH:22]=[CH:21][C:18]([C:19]#[N:20])=[CH:17][CH:16]=3)[N:9]=2)=[CH:6][N:5]=[C:4]([S:23][CH3:24])[N:3]=1.[CH2:25]([Mg]Br)[CH3:26], predict the reaction product. The product is: [CH2:25]([C:2]1[C:7]([C:8]2[CH:13]=[CH:12][N:11]=[C:10]([NH:14][C:15]3[CH:22]=[CH:21][C:18]([C:19]#[N:20])=[CH:17][CH:16]=3)[N:9]=2)=[CH:6][N:5]=[C:4]([S:23][CH3:24])[N:3]=1)[CH3:26]. (4) Given the reactants C([O:3][C:4](=[O:24])[CH2:5][CH2:6][C:7]1[CH:12]=[CH:11][C:10]([S:13][CH2:14][CH2:15][C@H:16]([O:18]S(C)(=O)=O)[CH3:17])=[CH:9][C:8]=1[CH3:23])C.[F:25][C:26]1[CH:43]=[C:42]([F:44])[CH:41]=[CH:40][C:27]=1[O:28][C:29]1[CH:34]=[C:33]([C:35]([F:38])([F:37])[F:36])[CH:32]=[CH:31][C:30]=1O, predict the reaction product. The product is: [F:25][C:26]1[CH:43]=[C:42]([F:44])[CH:41]=[CH:40][C:27]=1[O:28][C:29]1[CH:34]=[C:33]([C:35]([F:38])([F:37])[F:36])[CH:32]=[CH:31][C:30]=1[O:18][C@@H:16]([CH3:17])[CH2:15][CH2:14][S:13][C:10]1[CH:11]=[CH:12][C:7]([CH2:6][CH2:5][C:4]([OH:3])=[O:24])=[C:8]([CH3:23])[CH:9]=1. (5) Given the reactants [H-].[Na+].[C:3]([O:7][C:8]([N:10]1[CH2:15][CH2:14][NH:13][C:12](=[O:16])[CH2:11]1)=[O:9])([CH3:6])([CH3:5])[CH3:4].[CH3:17]I, predict the reaction product. The product is: [C:3]([O:7][C:8]([N:10]1[CH2:15][CH2:14][N:13]([CH3:17])[C:12](=[O:16])[CH2:11]1)=[O:9])([CH3:6])([CH3:4])[CH3:5]. (6) Given the reactants C([NH:6][C:7]1[CH:12]=[CH:11][C:10]([N+:13]([O-:15])=[O:14])=[CH:9][C:8]=1[C:16]#[C:17][C:18]([CH3:24])(C)[C:19](OC)=O)(=O)CCC.CCCC[N+](CCCC)(CCCC)CCCC.[F-], predict the reaction product. The product is: [CH:18]([C:17]1[NH:6][C:7]2[C:8]([CH:16]=1)=[CH:9][C:10]([N+:13]([O-:15])=[O:14])=[CH:11][CH:12]=2)([CH3:24])[CH3:19]. (7) The product is: [NH2:1][C:2]1[N:6]([C:7]2[CH:8]=[CH:9][C:10]([F:13])=[CH:11][CH:12]=2)[N:5]=[CH:4][C:3]=1[C:14]([NH:16][CH2:17][C:18]([CH2:24][N:25]([CH2:26][CH3:27])[C:31]([C:30]1[CH:34]=[CH:35][CH:36]=[CH:37][C:29]=1[F:28])=[O:32])([OH:23])[C:19]([F:22])([F:21])[F:20])=[O:15]. Given the reactants [NH2:1][C:2]1[N:6]([C:7]2[CH:12]=[CH:11][C:10]([F:13])=[CH:9][CH:8]=2)[N:5]=[CH:4][C:3]=1[C:14]([NH:16][CH2:17][C:18]([CH2:24][NH:25][CH2:26][CH3:27])([OH:23])[C:19]([F:22])([F:21])[F:20])=[O:15].[F:28][C:29]1[CH:37]=[CH:36][CH:35]=[CH:34][C:30]=1[C:31](Cl)=[O:32], predict the reaction product.